From a dataset of Forward reaction prediction with 1.9M reactions from USPTO patents (1976-2016). Predict the product of the given reaction. The product is: [C:12]([C:10]1[CH:11]=[C:7]([NH:6][C:5]([NH:53][C@@H:46]2[C:47]3[C:52](=[CH:51][CH:50]=[CH:49][CH:48]=3)[C@H:43]([O:42][C:39]3[CH:40]=[CH:41][C:36]4[N:37]([C:33]([N:28]5[CH2:29][CH2:30][CH2:31][CH2:32][C@@H:27]5[CH3:26])=[N:34][N:35]=4)[CH:38]=3)[CH2:44][CH2:45]2)=[O:23])[N:8]([C:16]2[CH:21]=[CH:20][C:19]([CH3:22])=[CH:18][CH:17]=2)[N:9]=1)([CH3:15])([CH3:14])[CH3:13]. Given the reactants ClC(Cl)(Cl)CO[C:5](=[O:23])[NH:6][C:7]1[N:8]([C:16]2[CH:21]=[CH:20][C:19]([CH3:22])=[CH:18][CH:17]=2)[N:9]=[C:10]([C:12]([CH3:15])([CH3:14])[CH3:13])[CH:11]=1.[CH3:26][C@H:27]1[CH2:32][CH2:31][CH2:30][CH2:29][N:28]1[C:33]1[N:37]2[CH:38]=[C:39]([O:42][C@H:43]3[C:52]4[C:47](=[CH:48][CH:49]=[CH:50][CH:51]=4)[C@@H:46]([NH2:53])[CH2:45][CH2:44]3)[CH:40]=[CH:41][C:36]2=[N:35][N:34]=1.CCN(C(C)C)C(C)C.CO, predict the reaction product.